From a dataset of CYP3A4 inhibition data for predicting drug metabolism from PubChem BioAssay. Regression/Classification. Given a drug SMILES string, predict its absorption, distribution, metabolism, or excretion properties. Task type varies by dataset: regression for continuous measurements (e.g., permeability, clearance, half-life) or binary classification for categorical outcomes (e.g., BBB penetration, CYP inhibition). Dataset: cyp3a4_veith. The molecule is CC1(C)S[C@@H]2[C@H](NC(=O)[C@@H](N)c3ccccc3)C(=O)N2[C@H]1C(=O)O.O.O.O. The result is 0 (non-inhibitor).